This data is from Forward reaction prediction with 1.9M reactions from USPTO patents (1976-2016). The task is: Predict the product of the given reaction. (1) Given the reactants [CH2:1]([O:8][C:9]1[CH:10]=[C:11]2[C:16](=[CH:17][CH:18]=1)[C:15](=[O:19])[N:14]([CH2:20][CH:21]([CH3:23])[CH3:22])[C:13]([CH2:24][N:25]1C(=O)C3C(=CC=CC=3)C1=O)=[C:12]2[C:36]1[CH:41]=[CH:40][CH:39]=[CH:38][C:37]=1[F:42])[C:2]1[CH:7]=[CH:6][CH:5]=[CH:4][CH:3]=1.O.NN.C(=O)([O-])O.[Na+].[C:59](O[C:59]([O:61][C:62]([CH3:65])([CH3:64])[CH3:63])=[O:60])([O:61][C:62]([CH3:65])([CH3:64])[CH3:63])=[O:60], predict the reaction product. The product is: [CH2:1]([O:8][C:9]1[CH:10]=[C:11]2[C:16](=[CH:17][CH:18]=1)[C:15](=[O:19])[N:14]([CH2:20][CH:21]([CH3:22])[CH3:23])[C:13]([CH2:24][NH:25][C:59](=[O:60])[O:61][C:62]([CH3:63])([CH3:64])[CH3:65])=[C:12]2[C:36]1[CH:41]=[CH:40][CH:39]=[CH:38][C:37]=1[F:42])[C:2]1[CH:3]=[CH:4][CH:5]=[CH:6][CH:7]=1. (2) Given the reactants [H-].[Na+].[CH3:3][N:4]([CH3:8])[CH2:5][CH2:6][OH:7].[CH2:9](Br)[CH:10]=[CH2:11], predict the reaction product. The product is: [CH2:11]([O:7][CH2:6][CH2:5][N:4]([CH3:8])[CH3:3])[CH:10]=[CH2:9]. (3) Given the reactants [OH-].[K+].[Cl:3][C:4]1[C:5]([O:35][CH3:36])=[C:6]([NH:11][S:12]([C:15]2[CH:20]=[CH:19][C:18]([O:21][CH3:22])=[C:17]([N:23]3[CH2:28][CH2:27][N:26](C(=O)C(Cl)(Cl)Cl)[CH2:25][CH2:24]3)[CH:16]=2)(=[O:14])=[O:13])[CH:7]=[C:8]([Cl:10])[CH:9]=1.Cl, predict the reaction product. The product is: [Cl:3][C:4]1[C:5]([O:35][CH3:36])=[C:6]([NH:11][S:12]([C:15]2[CH:20]=[CH:19][C:18]([O:21][CH3:22])=[C:17]([N:23]3[CH2:24][CH2:25][NH:26][CH2:27][CH2:28]3)[CH:16]=2)(=[O:14])=[O:13])[CH:7]=[C:8]([Cl:10])[CH:9]=1.